This data is from Full USPTO retrosynthesis dataset with 1.9M reactions from patents (1976-2016). The task is: Predict the reactants needed to synthesize the given product. (1) Given the product [Cl:1][CH2:2][C:3]1([CH2:16][OH:17])[CH2:8][CH2:7][N:6]([C:9]([O:11][C:12]([CH3:13])([CH3:14])[CH3:15])=[O:10])[CH2:5][CH2:4]1, predict the reactants needed to synthesize it. The reactants are: [Cl:1][CH2:2][C:3]1([C:16](OC)=[O:17])[CH2:8][CH2:7][N:6]([C:9]([O:11][C:12]([CH3:15])([CH3:14])[CH3:13])=[O:10])[CH2:5][CH2:4]1.[H-].[Al+3].[Li+].[H-].[H-].[H-]. (2) Given the product [Br:1][C:2]1[C:11]2[O:12][CH2:13][N:9]3[C:10]=2[C:5]([C:6]([CH:15]=[O:17])=[CH:7][C:8]3=[O:14])=[CH:4][CH:3]=1, predict the reactants needed to synthesize it. The reactants are: [Br:1][C:2]1[C:11]2[O:12][CH2:13][N:9]3[C:10]=2[C:5]([C:6]([CH3:15])=[CH:7][C:8]3=[O:14])=[CH:4][CH:3]=1.[Se]=[O:17].ClC1C=CC=CC=1Cl. (3) Given the product [Cl:12][C:13]1[N:18]=[C:17]([NH:1][C:2]2[C:6]([C:7]([O:9][CH2:10][CH3:11])=[O:8])=[CH:5][NH:4][N:3]=2)[C:16]([Cl:20])=[CH:15][N:14]=1, predict the reactants needed to synthesize it. The reactants are: [NH2:1][C:2]1[C:6]([C:7]([O:9][CH2:10][CH3:11])=[O:8])=[CH:5][NH:4][N:3]=1.[Cl:12][C:13]1[N:18]=[C:17](Cl)[C:16]([Cl:20])=[CH:15][N:14]=1.C(=O)([O-])[O-].[Na+].[Na+]. (4) Given the product [F:33][C:9]1[CH:8]=[C:7]([C:45]2[CH:44]=[CH:43][CH:42]=[CH:41][N:58]=2)[CH:12]=[CH:11][C:10]=1[N:13]1[CH:18]=[C:17]([O:19][CH3:20])[C:16](=[O:21])[C:15]([C:22]2[N:26]([C:27]3[CH:32]=[CH:31][CH:30]=[CH:29][CH:28]=3)[N:25]=[CH:24][CH:23]=2)=[N:14]1, predict the reactants needed to synthesize it. The reactants are: FC(F)(F)S(O[C:7]1[CH:12]=[CH:11][C:10]([N:13]2[CH:18]=[C:17]([O:19][CH3:20])[C:16](=[O:21])[C:15]([C:22]3[N:26]([C:27]4[CH:32]=[CH:31][CH:30]=[CH:29][CH:28]=4)[N:25]=[CH:24][CH:23]=3)=[N:14]2)=[C:9]([F:33])[CH:8]=1)(=O)=O.C(P(C(C)(C)C)[C:41]1C=[CH:45][CH:44]=[CH:43][C:42]=1[C:43]1[CH:44]=[CH:45]C=[CH:41][CH:42]=1)(C)(C)C.C[N:58](C=O)C. (5) Given the product [Cl:1][C:2]1[CH:7]=[CH:6][C:5]([CH:8]([C:26]2[CH:27]=[CH:28][C:29]([Cl:32])=[CH:30][CH:31]=2)[C:9]2[CH:10]=[C:11]3[C:16](=[CH:17][CH:18]=2)[N:15]=[N:14][CH:13]=[C:12]3[NH:19][CH:20]2[CH2:21][CH2:22][N:23]([S:41]([C:44]3[CH:53]=[CH:52][CH:51]=[CH:50][C:45]=3[C:46]([O:48][CH3:49])=[O:47])(=[O:43])=[O:42])[CH2:24][CH2:25]2)=[CH:4][CH:3]=1, predict the reactants needed to synthesize it. The reactants are: [Cl:1][C:2]1[CH:7]=[CH:6][C:5]([CH:8]([C:26]2[CH:31]=[CH:30][C:29]([Cl:32])=[CH:28][CH:27]=2)[C:9]2[CH:10]=[C:11]3[C:16](=[CH:17][CH:18]=2)[N:15]=[N:14][CH:13]=[C:12]3[NH:19][CH:20]2[CH2:25][CH2:24][NH:23][CH2:22][CH2:21]2)=[CH:4][CH:3]=1.C(N(CC)CC)C.Cl[S:41]([C:44]1[CH:53]=[CH:52][CH:51]=[CH:50][C:45]=1[C:46]([O:48][CH3:49])=[O:47])(=[O:43])=[O:42]. (6) Given the product [Cl:1][C:2]1[N:6]([CH3:7])[N:5]=[C:4]([CH3:8])[C:3]=1[C:9]([Cl:17])=[O:10], predict the reactants needed to synthesize it. The reactants are: [Cl:1][C:2]1[N:6]([CH3:7])[N:5]=[C:4]([CH3:8])[C:3]=1[CH:9]=[O:10].C(=O)([O-])[O-].[K+].[K+].[Cl:17]Cl. (7) Given the product [C:16]1([C@@H:14]2[CH2:15][C@H:13]2[NH:5][CH2:6][CH:7]2[CH2:8][CH2:9][N:10]([S:36]([C:30]3[CH:35]=[CH:34][CH:33]=[CH:32][CH:31]=3)(=[O:38])=[O:37])[CH2:11][CH2:12]2)[CH:17]=[CH:18][CH:19]=[CH:20][CH:21]=1, predict the reactants needed to synthesize it. The reactants are: FC(F)(F)C([N:5]([C@@H:13]1[CH2:15][C@H:14]1[C:16]1[CH:21]=[CH:20][CH:19]=[CH:18][CH:17]=1)[CH2:6][CH:7]1[CH2:12][CH2:11][NH:10][CH2:9][CH2:8]1)=O.N1C=CC=CC=1.[C:30]1([S:36](Cl)(=[O:38])=[O:37])[CH:35]=[CH:34][CH:33]=[CH:32][CH:31]=1.[NH4+].[Cl-]. (8) Given the product [Cl:24][C:20]1[CH:19]=[C:18]([C@@H:16]([OH:17])[CH2:15][NH:14][C:10](=[O:12])[CH2:9][CH2:8][C:5]2[CH:4]=[CH:3][C:2]([OH:1])=[CH:7][CH:6]=2)[CH:23]=[CH:22][CH:21]=1, predict the reactants needed to synthesize it. The reactants are: [OH:1][C:2]1[CH:7]=[CH:6][C:5]([CH2:8][CH2:9][C:10]([OH:12])=O)=[CH:4][CH:3]=1.Cl.[NH2:14][CH2:15][C@@H:16]([C:18]1[CH:23]=[CH:22][CH:21]=[C:20]([Cl:24])[CH:19]=1)[OH:17].ON1C2C=CC=CC=2N=N1.Cl.CN(C)CCCN=C=NCC.